Dataset: Catalyst prediction with 721,799 reactions and 888 catalyst types from USPTO. Task: Predict which catalyst facilitates the given reaction. Reactant: [CH2:1]([NH:8][CH2:9][CH2:10][NH:11][C:12]([C:25]1[CH:30]=[CH:29][CH:28]=[CH:27][CH:26]=1)([C:19]1[CH:24]=[CH:23][CH:22]=[CH:21][CH:20]=1)[C:13]1[CH:18]=[CH:17][CH:16]=[CH:15][CH:14]=1)[C:2]1[CH:7]=[CH:6][CH:5]=[CH:4][CH:3]=1.Br[CH2:32]/[CH:33]=[CH:34]/[C:35]([O:37][CH3:38])=[O:36].C(=O)([O-])[O-].[K+].[K+].O. Product: [CH2:1]([N:8]([CH2:9][CH2:10][NH:11][C:12]([C:25]1[CH:30]=[CH:29][CH:28]=[CH:27][CH:26]=1)([C:13]1[CH:14]=[CH:15][CH:16]=[CH:17][CH:18]=1)[C:19]1[CH:20]=[CH:21][CH:22]=[CH:23][CH:24]=1)[CH2:32]/[CH:33]=[CH:34]/[C:35]([O:37][CH3:38])=[O:36])[C:2]1[CH:3]=[CH:4][CH:5]=[CH:6][CH:7]=1. The catalyst class is: 10.